From a dataset of Kinase inhibitor bioactivity data combining Ki, Kd, and IC50 measurements. Regression. Given a target protein amino acid sequence and a drug SMILES string, predict the binding affinity score between them. We predict KIBA score (integrated kinase binding score). Dataset: kiba. (1) The small molecule is Cc1cnc(-c2cnc(NCCNc3ccc(C#N)cn3)nc2-c2ccc(Cl)cc2Cl)[nH]1. The target protein (P30530) has sequence MAWRCPRMGRVPLAWCLALCGWACMAPRGTQAEESPFVGNPGNITGARGLTGTLRCQLQVQGEPPEVHWLRDGQILELADSTQTQVPLGEDEQDDWIVVSQLRITSLQLSDTGQYQCLVFLGHQTFVSQPGYVGLEGLPYFLEEPEDRTVAANTPFNLSCQAQGPPEPVDLLWLQDAVPLATAPGHGPQRSLHVPGLNKTSSFSCEAHNAKGVTTSRTATITVLPQQPRNLHLVSRQPTELEVAWTPGLSGIYPLTHCTLQAVLSNDGMGIQAGEPDPPEEPLTSQASVPPHQLRLGSLHPHTPYHIRVACTSSQGPSSWTHWLPVETPEGVPLGPPENISATRNGSQAFVHWQEPRAPLQGTLLGYRLAYQGQDTPEVLMDIGLRQEVTLELQGDGSVSNLTVCVAAYTAAGDGPWSLPVPLEAWRPGQAQPVHQLVKEPSTPAFSWPWWYVLLGAVVAAACVLILALFLVHRRKKETRYGEVFEPTVERGELVVRYRV.... The KIBA score is 11.8. (2) The compound is CC(Oc1cc(-c2cnn(C3CCNCC3)c2)cnc1N)c1c(Cl)ccc(F)c1Cl. The target protein (O15075) has sequence MSFGRDMELEHFDERDKAQRYSRGSRVNGLPSPTHSAHCSFYRTRTLQTLSSEKKAKKVRFYRNGDRYFKGIVYAISPDRFRSFEALLADLTRTLSDNVNLPQGVRTIYTIDGLKKISSLDQLVEGESYVCGSIEPFKKLEYTKNVNPNWSVNVKTTSASRAVSSLATAKGSPSEVRENKDFIRPKLVTIIRSGVKPRKAVRILLNKKTAHSFEQVLTDITDAIKLDSGVVKRLYTLDGKQVMCLQDFFGDDDIFIACGPEKFRYQDDFLLDESECRVVKSTSYTKIASSSRRSTTKSPGPSRRSKSPASTSSVNGTPGSQLSTPRSGKSPSPSPTSPGSLRKQRSSQHGGSSTSLASTKVCSSMDENDGPGEEVSEEGFQIPATITERYKVGRTIGDGNFAVVKECVERSTAREYALKIIKKSKCRGKEHMIQNEVSILRRVKHPNIVLLIEEMDVPTELYLVMELVKGGDLFDAITSTNKYTERDASGMLYNLASAIK.... The KIBA score is 11.9. (3) The KIBA score is 11.2. The target protein (Q16513) has sequence MASNPERGEILLTELQGDSRSLPFSENVSAVQKLDFSDTMVQQKLDDIKDRIKREIRKELKIKEGAENLRKVTTDKKSLAYVDNILKKSNKKLEELHHKLQELNAHIVVSDPEDITDCPRTPDTPNNDPRCSTSNNRLKALQKQLDIELKVKQGAENMIQMYSNGSSKDRKLHGTAQQLLQDSKTKIEVIRMQILQAVQTNELAFDNAKPVISPLELRMEELRHHFRIEFAVAEGAKNVMKLLGSGKVTDRKALSEAQARFNESSQKLDLLKYSLEQRLNEVPKNHPKSRIIIEELSLVAASPTLSPRQSMISTQNQYSTLSKPAALTGTLEVRLMGCQDILENVPGRSKATSVALPGWSPSETRSSFMSRTSKSKSGSSRNLLKTDDLSNDVCAVLKLDNTVVGQTSWKPISNQSWDQKFTLELDRSRELEISVYWRDWRSLCAVKFLRLEDFLDNQRHGMCLYLEPQGTLFAEVTFFNPVIERRPKLQRQKKIFSKQQ.... The small molecule is Cc1cccc(NC(=O)Nc2ccc3c(c2)CCc2sc4ncnc(N)c4c2-3)c1. (4) The drug is CCc1nc(-c2cccc(C)c2)c(-c2ccnc(NC(=O)c3ccccc3)c2)s1. The target protein (Q8NE63) has sequence MSTIQSETDCYDIIEVLGKGTFGEVAKGWRRSTGEMVAIKILKNDAYRNRIIKNELKLLHCMRGLDPEEAHVIRFLEFFHDALKFYLVFELLEQNLFEFQKENNFAPLPARHIRTVTLQVLTALARLKELAIIHADLKPENIMLVDQTRCPFRVKVIDFGSASIFSEVRYVKEPYIQSRFYRAPEILLGLPFCEKVDVWSLGCVMAELHLGWPLYPGNNEYDQVRYICETQGLPKPHLLHAACKAHHFFKRNPHPDAANPWQLKSSADYLAETKVRPLERRKYMLKSLDQIETVNGGSVASRLTFPDREALAEHADLKSMVELIKRMLTWESHERISPSAALRHPFVSMQQLRSAHETTHYYQLSLRSYRLSLQVEGKPPTPVVAAEDGTPYYCLAEEKEAAGMGSVAGSSPFFREEKAPGMQRAIDQLDDLSLQEAGHGLWGETCTNAVSDMMVPLKAAITGHHVPDSGPEPILAFYSSRLAGRHKARKPPAGSKSDSN.... The KIBA score is 11.2. (5) The drug is CN(C)CCCC(=O)Nc1n[nH]c2nnc(-c3cccc(F)c3F)cc12. The target protein (P10721) has sequence MRGARGAWDFLCVLLLLLRVQTGSSQPSVSPGEPSPPSIHPGKSDLIVRVGDEIRLLCTDPGFVKWTFEILDETNENKQNEWITEKAEATNTGKYTCTNKHGLSNSIYVFVRDPAKLFLVDRSLYGKEDNDTLVRCPLTDPEVTNYSLKGCQGKPLPKDLRFIPDPKAGIMIKSVKRAYHRLCLHCSVDQEGKSVLSEKFILKVRPAFKAVPVVSVSKASYLLREGEEFTVTCTIKDVSSSVYSTWKRENSQTKLQEKYNSWHHGDFNYERQATLTISSARVNDSGVFMCYANNTFGSANVTTTLEVVDKGFINIFPMINTTVFVNDGENVDLIVEYEAFPKPEHQQWIYMNRTFTDKWEDYPKSENESNIRYVSELHLTRLKGTEGGTYTFLVSNSDVNAAIAFNVYVNTKPEILTYDRLVNGMLQCVAAGFPEPTIDWYFCPGTEQRCSASVLPVDVQTLNSSGPPFGKLVVQSSIDSSAFKHNGTVECKAYNDVGKT.... The KIBA score is 12.0. (6) The drug is NC(COc1cncc(-c2ccc3c(c2)C(=Cc2ccc[nH]2)C(=O)N3)c1)Cc1ccccc1. The target protein (P06241) has sequence MGCVQCKDKEATKLTEERDGSLNQSSGYRYGTDPTPQHYPSFGVTSIPNYNNFHAAGGQGLTVFGGVNSSSHTGTLRTRGGTGVTLFVALYDYEARTEDDLSFHKGEKFQILNSSEGDWWEARSLTTGETGYIPSNYVAPVDSIQAEEWYFGKLGRKDAERQLLSFGNPRGTFLIRESETTKGAYSLSIRDWDDMKGDHVKHYKIRKLDNGGYYITTRAQFETLQQLVQHYSERAAGLCCRLVVPCHKGMPRLTDLSVKTKDVWEIPRESLQLIKRLGNGQFGEVWMGTWNGNTKVAIKTLKPGTMSPESFLEEAQIMKKLKHDKLVQLYAVVSEEPIYIVTEYMNKGSLLDFLKDGEGRALKLPNLVDMAAQVAAGMAYIERMNYIHRDLRSANILVGNGLICKIADFGLARLIEDNEYTARQGAKFPIKWTAPEAALYGRFTIKSDVWSFGILLTELVTKGRVPYPGMNNREVLEQVERGYRMPCPQDCPISLHELMI.... The KIBA score is 12.5.